From a dataset of Forward reaction prediction with 1.9M reactions from USPTO patents (1976-2016). Predict the product of the given reaction. Given the reactants [CH3:1][O:2][C:3]([CH2:5]P(OC)(OC)=O)=[O:4].[H-].[Na+].[CH3:14][C:15]1([CH:23]=O)[C@@H:20]([CH3:21])[CH2:19][CH2:18][C@H:17](C)[CH2:16]1.O(C(C)C)[CH:26](C)C, predict the reaction product. The product is: [CH3:23][C:15]1([CH3:14])[CH2:16][CH2:17][CH2:18][C@@H:19]([CH3:26])[C@@H:20]1/[CH:21]=[CH:5]/[C:3]([O:2][CH3:1])=[O:4].